This data is from Reaction yield outcomes from USPTO patents with 853,638 reactions. The task is: Predict the reaction yield, written as a fraction of the theoretical maximum amount of product (1.0 means a 100% yield; for example, 0.34 means a 34% yield). (1) The reactants are [Cl:1][C:2]1[CH:7]=[N:6][NH:5][C:4](=[O:8])[C:3]=1[NH:9][CH2:10][CH2:11][CH2:12][N:13]([CH2:15][CH2:16][C:17]1[CH:22]=[CH:21][C:20]([O:23][CH3:24])=[C:19]([O:25][CH3:26])[CH:18]=1)[CH3:14].C(O)C.[C:30]([OH:37])(=[O:36])/[CH:31]=[CH:32]/[C:33]([OH:35])=[O:34]. The catalyst is O. The product is [C:30]([OH:37])(=[O:36])/[CH:31]=[CH:32]/[C:33]([OH:35])=[O:34].[Cl:1][C:2]1[CH:7]=[N:6][NH:5][C:4](=[O:8])[C:3]=1[NH:9][CH2:10][CH2:11][CH2:12][N:13]([CH2:15][CH2:16][C:17]1[CH:22]=[CH:21][C:20]([O:23][CH3:24])=[C:19]([O:25][CH3:26])[CH:18]=1)[CH3:14]. The yield is 0.800. (2) The catalyst is CO. The reactants are [F:1][C:2]1[C:3]([C:12]2[O:13][CH:14]=[CH:15][N:16]=2)=[C:4]([CH:9]=[CH:10][CH:11]=1)[C:5]([O:7]C)=[O:6].[OH-].[Na+].Cl. The product is [F:1][C:2]1[C:3]([C:12]2[O:13][CH:14]=[CH:15][N:16]=2)=[C:4]([CH:9]=[CH:10][CH:11]=1)[C:5]([OH:7])=[O:6]. The yield is 0.580. (3) The reactants are Br[C:2]1[CH:3]=[C:4]([C:8]2[N:9]=[C:10]([C:16]([NH2:18])=[O:17])[N:11]3[CH2:15][CH2:14][NH:13][C:12]=23)[CH:5]=[CH:6][CH:7]=1.[C:19]([C@:21]1([OH:28])[CH2:25][CH2:24][N:23]([CH3:26])[C:22]1=[O:27])#[CH:20]. No catalyst specified. The product is [OH:28][C@@:21]1([C:19]#[C:20][C:2]2[CH:3]=[C:4]([C:8]3[N:9]=[C:10]([C:16]([NH2:18])=[O:17])[N:11]4[CH2:15][CH2:14][NH:13][C:12]=34)[CH:5]=[CH:6][CH:7]=2)[CH2:25][CH2:24][N:23]([CH3:26])[C:22]1=[O:27]. The yield is 0.0400. (4) The reactants are [F:1][C:2]([F:16])([C:8]1[CH:13]=[CH:12][C:11]([CH2:14][F:15])=[CH:10][N:9]=1)[C:3](OCC)=[O:4].[BH4-].[Na+]. The catalyst is C(O)C. The product is [F:16][C:2]([F:1])([C:8]1[CH:13]=[CH:12][C:11]([CH2:14][F:15])=[CH:10][N:9]=1)[CH2:3][OH:4]. The yield is 0.960. (5) The reactants are [NH2:1][C:2]1[N:10]=[C:9]([NH:11][CH2:12][CH2:13][CH2:14][CH3:15])[N:8]=[C:7]2[C:3]=1[N:4]=[C:5]([OH:26])[N:6]2[CH2:16][C:17]1[CH:22]=[CH:21][C:20]([N+:23]([O-])=O)=[CH:19][CH:18]=1. The catalyst is C1COCC1.CO.[Pd]. The product is [NH2:1][C:2]1[N:10]=[C:9]([NH:11][CH2:12][CH2:13][CH2:14][CH3:15])[N:8]=[C:7]2[C:3]=1[N:4]=[C:5]([OH:26])[N:6]2[CH2:16][C:17]1[CH:18]=[CH:19][C:20]([NH2:23])=[CH:21][CH:22]=1. The yield is 0.740. (6) The reactants are Cl[C:2]1[CH:3]=[CH:4][C:5]2[S:9][C:8](=[O:10])[NH:7][C:6]=2[CH:11]=1.[C-:12]#[N:13].[Na+]. The catalyst is CN1CCCC1=O.[Ni](Br)Br. The product is [O:10]=[C:8]1[NH:7][C:6]2[CH:11]=[C:2]([C:12]#[N:13])[CH:3]=[CH:4][C:5]=2[S:9]1. The yield is 0.360. (7) The product is [F:26][C:23]([F:24])([F:25])[C:20]1[N:19]=[CH:18][C:17]([C@H:9]2[CH2:8][C@H:7]([C:5]3[O:4][NH:3][C:2](=[O:1])[CH:6]=3)[CH2:12][CH2:11][NH:10]2)=[CH:22][CH:21]=1. No catalyst specified. The reactants are [O:1]=[C:2]1[CH:6]=[C:5]([C@@H:7]2[CH2:12][CH2:11][N:10](C(OC)=O)[C@@H:9]([C:17]3[CH:18]=[N:19][C:20]([C:23]([F:26])([F:25])[F:24])=[CH:21][CH:22]=3)[CH2:8]2)[O:4][NH:3]1.Br. The yield is 0.230. (8) The reactants are [C:14]1(P([C:14]2[CH:19]=[CH:18][CH:17]=[CH:16][CH:15]=2)[C:14]2[CH:19]=[CH:18][CH:17]=[CH:16][CH:15]=2)[CH:19]=[CH:18][CH:17]=[CH:16][CH:15]=1.[C:20]([O:24][C:25]([NH:27][CH2:28][CH2:29][C:30](O)=[O:31])=[O:26])([CH3:23])([CH3:22])[CH3:21].C1(B(O)O)C=CC=CC=1.O.CC(C)(C)C(OC(=O)C(C)(C)C)=O. The catalyst is C1COCC1.C([O-])(=O)C.[Pd+2].C([O-])(=O)C. The product is [C:14]1([C:30]([CH2:29][CH2:28][NH:27][C:25]([O:24][C:20]([CH3:23])([CH3:22])[CH3:21])=[O:26])=[O:31])[CH:15]=[CH:16][CH:17]=[CH:18][CH:19]=1. The yield is 0.680. (9) The reactants are [N:1]([CH2:4][C@@H:5]([NH:9][C:10](=[O:16])[O:11][C:12]([CH3:15])([CH3:14])[CH3:13])[CH2:6][O:7][CH3:8])=[N+]=[N-]. The catalyst is CO.[Pd]. The product is [NH2:1][CH2:4][C@@H:5]([NH:9][C:10](=[O:16])[O:11][C:12]([CH3:14])([CH3:13])[CH3:15])[CH2:6][O:7][CH3:8]. The yield is 0.194. (10) The catalyst is CO. The reactants are Cl.[Br:2][C:3]1[CH:8]=[CH:7][C:6]([CH2:9][NH2:10])=[CH:5][CH:4]=1.C[O-].[Na+].[CH2:14]([O:16][CH:17]([O:22][CH2:23][CH3:24])[C:18](=[NH:21])OC)[CH3:15]. The product is [Br:2][C:3]1[CH:8]=[CH:7][C:6]([CH2:9][NH:10][C:18](=[NH:21])[CH:17]([O:22][CH2:23][CH3:24])[O:16][CH2:14][CH3:15])=[CH:5][CH:4]=1. The yield is 0.620.